From a dataset of Catalyst prediction with 721,799 reactions and 888 catalyst types from USPTO. Predict which catalyst facilitates the given reaction. (1) Reactant: [NH2:1][C:2]1[CH:3]=[C:4]([CH:7]=[CH:8][C:9]=1[N:10]([CH3:25])[C:11]1[CH:20]=[CH:19][C:18]2[C:17]([CH3:22])([CH3:21])[CH2:16][CH2:15][C:14]([CH3:24])([CH3:23])[C:13]=2[CH:12]=1)[C:5]#[N:6].[CH3:26][O:27][C:28](=[O:38])[C:29]1[CH:37]=[CH:36][C:32]([C:33](O)=O)=[CH:31][CH:30]=1.O=P(Cl)(Cl)Cl.Cl. Product: [CH3:26][O:27][C:28](=[O:38])[C:29]1[CH:37]=[CH:36][C:32]([C:33]2[C:20]3=[CH:19][C:18]4[C:17]([CH3:21])([CH3:22])[CH2:16][CH2:15][C:14]([CH3:24])([CH3:23])[C:13]=4[CH:12]=[C:11]3[N:10]([CH3:25])[C:9]3[CH:8]=[CH:7][C:4]([C:5]#[N:6])=[CH:3][C:2]=3[N:1]=2)=[CH:31][CH:30]=1. The catalyst class is: 226. (2) Reactant: [CH2:1]([NH:3][CH2:4][CH2:5][N:6]1[CH2:11][CH2:10][O:9][C:8]2[CH:12]=[C:13]([NH:16][C:17]([C:19]3[S:20][CH:21]=[CH:22][CH:23]=3)=[NH:18])[CH:14]=[CH:15][C:7]1=2)[CH3:2].[ClH:24]. Product: [ClH:24].[ClH:24].[CH2:1]([NH:3][CH2:4][CH2:5][N:6]1[CH2:11][CH2:10][O:9][C:8]2[CH:12]=[C:13]([NH:16][C:17]([C:19]3[S:20][CH:21]=[CH:22][CH:23]=3)=[NH:18])[CH:14]=[CH:15][C:7]1=2)[CH3:2]. The catalyst class is: 5. (3) Reactant: [CH2:1]([N:8]1[CH:12]=[C:11]([C:13](OCC)=[O:14])[C:10]([O:18][CH2:19][C:20]2[CH:25]=[CH:24][C:23]([O:26][CH2:27][C:28]3[N:29]=[C:30]([C:34]4[O:35][CH:36]=[CH:37][CH:38]=4)[O:31][C:32]=3[CH3:33])=[CH:22][CH:21]=2)=[N:9]1)[C:2]1[CH:7]=[CH:6][CH:5]=[CH:4][CH:3]=1.[H-].[Al+3].[Li+].[H-].[H-].[H-].O.O.O.O.O.O.O.O.O.O.S([O-])([O-])(=O)=O.[Na+].[Na+]. Product: [CH2:1]([N:8]1[CH:12]=[C:11]([CH2:13][OH:14])[C:10]([O:18][CH2:19][C:20]2[CH:21]=[CH:22][C:23]([O:26][CH2:27][C:28]3[N:29]=[C:30]([C:34]4[O:35][CH:36]=[CH:37][CH:38]=4)[O:31][C:32]=3[CH3:33])=[CH:24][CH:25]=2)=[N:9]1)[C:2]1[CH:3]=[CH:4][CH:5]=[CH:6][CH:7]=1. The catalyst class is: 54. (4) Reactant: [CH3:1][O:2][C:3]([CH2:5]P(OC)(OC)=O)=[O:4].C[O-].[Na+].[O:15]([CH2:22][CH2:23][N:24]1[CH:28]=[C:27]([CH:29]=O)[CH:26]=[N:25]1)[C:16]1[CH:21]=[CH:20][CH:19]=[CH:18][CH:17]=1. Product: [O:15]([CH2:22][CH2:23][N:24]1[CH:28]=[C:27](/[CH:29]=[CH:5]/[C:3]([O:2][CH3:1])=[O:4])[CH:26]=[N:25]1)[C:16]1[CH:21]=[CH:20][CH:19]=[CH:18][CH:17]=1. The catalyst class is: 1. (5) Reactant: C(OC([N:8]1[C:12]([NH:13][C:14](=[O:30])[CH:15]([CH3:29])[CH2:16][CH2:17][CH2:18][N:19]2[CH2:25][CH2:24][CH2:23][N:22]([C:26](=[O:28])[CH3:27])[CH2:21][CH2:20]2)=[CH:11][C:10]([C:31]2[CH:36]=[CH:35][C:34]([O:37][CH3:38])=[CH:33][CH:32]=2)=[N:9]1)=O)(C)(C)C.Cl.O1CCOCC1.C([O-])(O)=O.[Na+]. The catalyst class is: 2. Product: [CH3:38][O:37][C:34]1[CH:33]=[CH:32][C:31]([C:10]2[CH:11]=[C:12]([NH:13][C:14](=[O:30])[CH:15]([CH3:29])[CH2:16][CH2:17][CH2:18][N:19]3[CH2:25][CH2:24][CH2:23][N:22]([C:26](=[O:28])[CH3:27])[CH2:21][CH2:20]3)[NH:8][N:9]=2)=[CH:36][CH:35]=1. (6) Reactant: [CH2:1]1[O:3][C@H:2]1[CH2:4][Cl:5].[Cl:6][CH2:7][CH2:8][OH:9]. Product: [Cl:6][CH2:7][CH:8]([OH:9])[CH2:1][O:3][CH2:2][CH2:4][Cl:5]. The catalyst class is: 26. (7) Reactant: [Br:1][C:2]1[C:3]([N:18]2[CH2:23][CH2:22][CH:21]([C:24]3[O:28][N:27]=[C:26]([CH:29]([CH3:31])[CH3:30])[N:25]=3)[CH2:20][CH2:19]2)=[C:4]([C@H:10]([OH:17])[C:11]([O:13][CH:14]([CH3:16])[CH3:15])=[O:12])[C:5]([CH3:9])=[N:6][C:7]=1[CH3:8]. The catalyst class is: 2. Product: [Br:1][C:2]1[C:3]([N:18]2[CH2:23][CH2:22][CH:21]([C:24]3[O:28][N:27]=[C:26]([CH:29]([CH3:31])[CH3:30])[N:25]=3)[CH2:20][CH2:19]2)=[C:4]([C@H:10]([O:17][C:4]([CH3:10])([CH3:5])[CH3:3])[C:11]([O:13][CH:14]([CH3:16])[CH3:15])=[O:12])[C:5]([CH3:9])=[N:6][C:7]=1[CH3:8]. (8) Reactant: [OH:1][C:2]1[CH:7]=[C:6]([O:8][CH:9]([CH3:11])[CH3:10])[CH:5]=[CH:4][C:3]=1[CH2:12][CH2:13][C:14]([O:16][CH2:17][CH3:18])=[O:15].[H-].[Na+].[F:21][C:22]([F:32])([F:31])[C:23]1[CH:30]=[CH:29][C:26]([CH2:27]Cl)=[CH:25][CH:24]=1.[Cl-].[NH4+]. Product: [CH:9]([O:8][C:6]1[CH:5]=[CH:4][C:3]([CH2:12][CH2:13][C:14]([O:16][CH2:17][CH3:18])=[O:15])=[C:2]([O:1][CH2:27][C:26]2[CH:25]=[CH:24][C:23]([C:22]([F:21])([F:31])[F:32])=[CH:30][CH:29]=2)[CH:7]=1)([CH3:11])[CH3:10]. The catalyst class is: 9.